This data is from Forward reaction prediction with 1.9M reactions from USPTO patents (1976-2016). The task is: Predict the product of the given reaction. Given the reactants [CH2:1]([S:8][CH:9]1[CH:13]([OH:14])[CH2:12][N:11](C(OC(C)(C)C)=O)[CH2:10]1)[C:2]1[CH:7]=[CH:6][CH:5]=[CH:4][CH:3]=1.[ClH:22], predict the reaction product. The product is: [ClH:22].[CH2:1]([S:8][CH:9]1[CH:13]([OH:14])[CH2:12][NH:11][CH2:10]1)[C:2]1[CH:3]=[CH:4][CH:5]=[CH:6][CH:7]=1.